Dataset: Forward reaction prediction with 1.9M reactions from USPTO patents (1976-2016). Task: Predict the product of the given reaction. (1) Given the reactants [N+:1]([C:4]1[CH:9]=[CH:8][C:7]([N:10]2[CH2:15][CH2:14][N:13]([S:16]([CH2:19][CH3:20])(=[O:18])=[O:17])[CH2:12][CH2:11]2)=[CH:6][CH:5]=1)([O-])=O, predict the reaction product. The product is: [CH2:19]([S:16]([N:13]1[CH2:14][CH2:15][N:10]([C:7]2[CH:8]=[CH:9][C:4]([NH2:1])=[CH:5][CH:6]=2)[CH2:11][CH2:12]1)(=[O:18])=[O:17])[CH3:20]. (2) Given the reactants [F:1][C:2]1[CH:10]=[CH:9][C:5]([C:6]([OH:8])=O)=[CH:4][C:3]=1[CH3:11].CN(C(ON1N=NC2C=CC=CC1=2)=[N+](C)C)C.[B-](F)(F)(F)F.CN1CCOCC1.[CH:41]1([C@H:44]([NH:51][CH3:52])[CH2:45][N:46]2[CH2:49][CH:48]([OH:50])[CH2:47]2)[CH2:43][CH2:42]1, predict the reaction product. The product is: [CH:41]1([C@H:44]([N:51]([CH3:52])[C:6](=[O:8])[C:5]2[CH:9]=[CH:10][C:2]([F:1])=[C:3]([CH3:11])[CH:4]=2)[CH2:45][N:46]2[CH2:49][CH:48]([OH:50])[CH2:47]2)[CH2:43][CH2:42]1. (3) Given the reactants CC([Si](C)(C)[O:6][CH2:7][C:8]1[CH:9]=[C:10]([C:14]2[CH:19]=[C:18]([O:20][CH3:21])[CH:17]=[C:16]([CH2:22][NH:23][C:24](=[O:30])[O:25][C:26]([CH3:29])([CH3:28])[CH3:27])[CH:15]=2)[CH:11]=[CH:12][CH:13]=1)(C)C.[N+](CCCC)(CCCC)(CCCC)CCCC.[F-], predict the reaction product. The product is: [OH:6][CH2:7][C:8]1[CH:9]=[C:10]([C:14]2[CH:19]=[C:18]([O:20][CH3:21])[CH:17]=[C:16]([CH2:22][NH:23][C:24](=[O:30])[O:25][C:26]([CH3:28])([CH3:27])[CH3:29])[CH:15]=2)[CH:11]=[CH:12][CH:13]=1. (4) Given the reactants [NH2:1][C@@H:2]1[CH2:7][CH2:6][CH2:5][CH2:4][C@@H:3]1[C:8]([NH2:10])=[O:9].[Cl:11][C:12]1[CH:17]=[CH:16][C:15]([S:18](Cl)(=[O:20])=[O:19])=[CH:14][CH:13]=1.C(N(CC)CC)C.Cl, predict the reaction product. The product is: [Cl:11][C:12]1[CH:17]=[CH:16][C:15]([S:18]([NH:1][C@@H:2]2[CH2:7][CH2:6][CH2:5][CH2:4][C@@H:3]2[C:8]([NH2:10])=[O:9])(=[O:20])=[O:19])=[CH:14][CH:13]=1.